This data is from M1 muscarinic receptor agonist screen with 61,833 compounds. The task is: Binary Classification. Given a drug SMILES string, predict its activity (active/inactive) in a high-throughput screening assay against a specified biological target. (1) The compound is S(c1n(c(nn1)c1c(OC)cccc1)C)CC(O)=O. The result is 0 (inactive). (2) The molecule is n1(c2c(nc1/C=N\n1cnnc1)cccc2)C. The result is 0 (inactive). (3) The molecule is S(=O)(=O)(NC(C(N1CCN(CC1)CC)c1sccc1)C)c1ccc(F)cc1. The result is 0 (inactive). (4) The drug is o1c2c(c(c(CC(OC)=O)c1=O)C)ccc(OCC(=O)C)c2C. The result is 0 (inactive). (5) The molecule is S(=O)(=O)(Nc1c(OC)cccc1)c1ccc(NC(=O)CCNC(=O)c2occc2)cc1. The result is 0 (inactive).